From a dataset of Reaction yield outcomes from USPTO patents with 853,638 reactions. Predict the reaction yield, written as a fraction of the theoretical maximum amount of product (1.0 means a 100% yield; for example, 0.34 means a 34% yield). The reactants are Cl[C:2]1[C:11]2[C:6](=[CH:7][C:8]([O:12][CH3:13])=[CH:9][CH:10]=2)[N:5]=[C:4]([N:14]2[CH:18]=[CH:17][C:16]([NH:19][CH:20]([CH3:22])[CH3:21])=[N:15]2)[CH:3]=1.O.C([O-])(=[O:26])C.[Na+]. The catalyst is C(O)(=O)C. The product is [OH:26][C:2]1[C:11]2[C:6](=[CH:7][C:8]([O:12][CH3:13])=[CH:9][CH:10]=2)[N:5]=[C:4]([N:14]2[CH:18]=[CH:17][C:16]([NH:19][CH:20]([CH3:22])[CH3:21])=[N:15]2)[CH:3]=1. The yield is 0.190.